From a dataset of Reaction yield outcomes from USPTO patents with 853,638 reactions. Predict the reaction yield, written as a fraction of the theoretical maximum amount of product (1.0 means a 100% yield; for example, 0.34 means a 34% yield). (1) The reactants are COC(C1C=CC(B(O)O)=CC=1)=O.[C:14]([O:18][C:19]([NH:21][C:22]1[CH:23]=[CH:24][C:25]([CH3:38])=[C:26]([C:28]2[CH:33]=[CH:32][C:31]([C:34]([O:36][CH3:37])=[O:35])=[CH:30][CH:29]=2)[CH:27]=1)=[O:20])([CH3:17])([CH3:16])[CH3:15].C(OC(=O)NC1C=CC(C)=C(Br)C=1)(C)(C)C.C(=O)([O-])[O-].[Cs+].[Cs+]. The catalyst is COCCOC.C1C=CC([P]([Pd]([P](C2C=CC=CC=2)(C2C=CC=CC=2)C2C=CC=CC=2)([P](C2C=CC=CC=2)(C2C=CC=CC=2)C2C=CC=CC=2)[P](C2C=CC=CC=2)(C2C=CC=CC=2)C2C=CC=CC=2)(C2C=CC=CC=2)C2C=CC=CC=2)=CC=1. The product is [C:14]([O:18][C:19]([NH:21][C:22]1[CH:23]=[CH:24][C:25]([CH3:38])=[C:26]([C:28]2[CH:29]=[CH:30][C:31]([C:34]([O:36][CH3:37])=[O:35])=[CH:32][CH:33]=2)[CH:27]=1)=[O:20])([CH3:17])([CH3:16])[CH3:15]. The yield is 0.970. (2) The reactants are CC(OI1(OC(C)=O)(OC(C)=O)OC(=O)C2C=CC=CC1=2)=O.[F:23][C:24]([F:56])([F:55])[CH:25]([C:27]1[N:28]([CH2:44][C:45]2[CH:50]=[CH:49][CH:48]=[C:47]([C:51]([F:54])([F:53])[F:52])[CH:46]=2)[C:29]2[C:34]([C:35]=1[C:36]1[CH:41]=[CH:40][C:39]([O:42][CH3:43])=[CH:38][CH:37]=1)=[CH:33][CH:32]=[CH:31][CH:30]=2)[OH:26]. The catalyst is ClCCl. The product is [F:56][C:24]([F:23])([F:55])[C:25]([C:27]1[N:28]([CH2:44][C:45]2[CH:50]=[CH:49][CH:48]=[C:47]([C:51]([F:54])([F:53])[F:52])[CH:46]=2)[C:29]2[C:34]([C:35]=1[C:36]1[CH:37]=[CH:38][C:39]([O:42][CH3:43])=[CH:40][CH:41]=1)=[CH:33][CH:32]=[CH:31][CH:30]=2)=[O:26]. The yield is 0.700.